This data is from NCI-60 drug combinations with 297,098 pairs across 59 cell lines. The task is: Regression. Given two drug SMILES strings and cell line genomic features, predict the synergy score measuring deviation from expected non-interaction effect. (1) Drug 1: CC(C)(C#N)C1=CC(=CC(=C1)CN2C=NC=N2)C(C)(C)C#N. Drug 2: CCC1=C2CN3C(=CC4=C(C3=O)COC(=O)C4(CC)O)C2=NC5=C1C=C(C=C5)O. Cell line: NCI-H522. Synergy scores: CSS=17.4, Synergy_ZIP=4.43, Synergy_Bliss=6.34, Synergy_Loewe=-20.8, Synergy_HSA=-4.21. (2) Synergy scores: CSS=-2.39, Synergy_ZIP=-3.29, Synergy_Bliss=-2.66, Synergy_Loewe=-23.6, Synergy_HSA=-7.61. Drug 1: CN(C)N=NC1=C(NC=N1)C(=O)N. Drug 2: C1C(C(OC1N2C=C(C(=O)NC2=O)F)CO)O. Cell line: NCI-H322M.